This data is from Catalyst prediction with 721,799 reactions and 888 catalyst types from USPTO. The task is: Predict which catalyst facilitates the given reaction. (1) Reactant: [F:1][C:2]1[CH:3]=[C:4]([C:20]2[C:21]([C:26]#[N:27])=[CH:22][CH:23]=[CH:24][CH:25]=2)[CH:5]=[CH:6][C:7]=1[CH2:8][C:9]1[C:14](=[O:15])[NH:13][C:12]([CH3:16])=[N:11][C:10]=1[CH2:17][CH2:18][CH3:19].[CH3:28][O:29][C:30]1[CH:35]=[CH:34][C:33](B(O)O)=[CH:32][CH:31]=1.C(N(CC)CC)C.N1C=CC=CC=1. Product: [F:1][C:2]1[CH:3]=[C:4]([C:20]2[C:21]([C:26]#[N:27])=[CH:22][CH:23]=[CH:24][CH:25]=2)[CH:5]=[CH:6][C:7]=1[CH2:8][C:9]1[C:14](=[O:15])[N:13]([C:33]2[CH:34]=[CH:35][C:30]([O:29][CH3:28])=[CH:31][CH:32]=2)[C:12]([CH3:16])=[N:11][C:10]=1[CH2:17][CH2:18][CH3:19]. The catalyst class is: 297. (2) Reactant: Cl[C:2]1[N:3]=[CH:4][C:5]([C:8]([NH2:10])=[O:9])=[N:6][CH:7]=1.[C:11]([O:15][C:16](=[O:34])[N:17]([CH2:26][C:27]1[CH:32]=[CH:31][C:30]([OH:33])=[CH:29][CH:28]=1)[CH2:18][CH2:19][C:20]1[CH:25]=[CH:24][CH:23]=[CH:22][CH:21]=1)([CH3:14])([CH3:13])[CH3:12].C([O-])([O-])=O.[K+].[K+]. Product: [C:11]([O:15][C:16](=[O:34])[N:17]([CH2:26][C:27]1[CH:32]=[CH:31][C:30]([O:33][C:2]2[CH:7]=[N:6][C:5]([C:8](=[O:9])[NH2:10])=[CH:4][N:3]=2)=[CH:29][CH:28]=1)[CH2:18][CH2:19][C:20]1[CH:25]=[CH:24][CH:23]=[CH:22][CH:21]=1)([CH3:14])([CH3:12])[CH3:13]. The catalyst class is: 3. (3) Reactant: [F:1][C:2]1([F:30])[CH2:7][CH2:6][CH:5]([CH2:8][C:9]2[N:13]3[C:14]([CH3:25])=[CH:15][C:16]([C:18](N(CC)CC)=[O:19])=[CH:17][C:12]3=[N:11][C:10]=2[C:26](=[O:29])[CH2:27][CH3:28])[CH2:4][CH2:3]1.[OH-].[K+].C([O:35]CC)C. Product: [F:30][C:2]1([F:1])[CH2:7][CH2:6][CH:5]([CH2:8][C:9]2[N:13]3[C:14]([CH3:25])=[CH:15][C:16]([C:18]([OH:19])=[O:35])=[CH:17][C:12]3=[N:11][C:10]=2[C:26](=[O:29])[CH2:27][CH3:28])[CH2:4][CH2:3]1. The catalyst class is: 619. (4) Reactant: C[O:2][C:3](=O)[CH2:4][CH2:5][C@H:6]([C@@H:8]1[C@:25]2([CH3:26])[C:11]([C:12]3[CH2:13][CH2:14][C@@H:15]4[C@:20]([C:22]=3[CH2:23][CH2:24]2)([CH3:21])[CH2:19][CH2:18][C@H:17]([O:27][Si:28]([C:31]([CH3:34])([CH3:33])[CH3:32])([CH3:30])[CH3:29])[C:16]4([CH3:36])[CH3:35])=[CH:10][CH2:9]1)[CH3:7].[H-].[Al+3].[Li+].[H-].[H-].[H-]. Product: [Si:28]([O:27][C@H:17]1[CH2:18][CH2:19][C@@:20]2([CH3:21])[C@@H:15]([CH2:14][CH2:13][C:12]3[C:11]4[C@:25]([CH3:26])([CH2:24][CH2:23][C:22]=32)[C@@H:8]([C@H:6]([CH3:7])[CH2:5][CH2:4][CH2:3][OH:2])[CH2:9][CH:10]=4)[C:16]1([CH3:35])[CH3:36])([C:31]([CH3:34])([CH3:32])[CH3:33])([CH3:30])[CH3:29]. The catalyst class is: 1.